This data is from hERG potassium channel inhibition data for cardiac toxicity prediction from Karim et al.. The task is: Regression/Classification. Given a drug SMILES string, predict its toxicity properties. Task type varies by dataset: regression for continuous values (e.g., LD50, hERG inhibition percentage) or binary classification for toxic/non-toxic outcomes (e.g., AMES mutagenicity, cardiotoxicity, hepatotoxicity). Dataset: herg_karim. (1) The compound is CC(c1cscn1)c1c(CCN(C)C)sc2ccccc12. The result is 1 (blocker). (2) The molecule is Oc1cccc(O[C@@H]2C[C@@H]3CC[C@H](C2)N3Cc2ccccc2)c1. The result is 1 (blocker).